Dataset: Full USPTO retrosynthesis dataset with 1.9M reactions from patents (1976-2016). Task: Predict the reactants needed to synthesize the given product. (1) Given the product [C:35]([O:28][C:26]1[C:20]2[O:21][C:22]([CH3:25])([CH3:24])[O:23][C:19]=2[CH:18]=[C:17]([CH2:16][NH:15]/[CH:14]=[C:5]2\[C:6](=[O:13])[NH:7][C:8](=[O:12])[C:9]3[C:4]\2=[CH:3][C:2]([Br:1])=[CH:11][CH:10]=3)[CH:27]=1)(=[O:37])[CH3:36], predict the reactants needed to synthesize it. The reactants are: [Br:1][C:2]1[CH:3]=[C:4]2[C:9](=[CH:10][CH:11]=1)[C:8](=[O:12])[NH:7][C:6](=[O:13])/[C:5]/2=[CH:14]\[NH:15][CH2:16][C:17]1[CH:27]=[C:26]([OH:28])[C:20]2[O:21][C:22]([CH3:25])([CH3:24])[O:23][C:19]=2[CH:18]=1.N1C=CC=CC=1.[C:35](Cl)(=[O:37])[CH3:36]. (2) Given the product [CH2:31]([NH:30][C:28](=[O:29])[C:27]1[CH:38]=[CH:39][N:40]=[C:25]([NH:24][C:18](=[O:19])[C:17]2[CH:21]=[CH:22][CH:23]=[C:15]([S:12]([CH3:11])(=[O:14])=[O:13])[CH:16]=2)[CH:26]=1)[C:32]1[CH:37]=[CH:36][CH:35]=[CH:34][CH:33]=1, predict the reactants needed to synthesize it. The reactants are: FC1C=CC=CC=1C(Cl)=O.[CH3:11][S:12]([C:15]1[CH:16]=[C:17]([CH:21]=[CH:22][CH:23]=1)[C:18](Cl)=[O:19])(=[O:14])=[O:13].[NH2:24][C:25]1[CH:26]=[C:27]([CH:38]=[CH:39][N:40]=1)[C:28]([NH:30][CH2:31][C:32]1[CH:37]=[CH:36][CH:35]=[CH:34][CH:33]=1)=[O:29]. (3) Given the product [C:22]([O:21][C:19](=[O:20])[C@@H:17]([NH:16][CH2:2][C:3]1[CH:4]=[C:5]([C:8]([O:10][C:11]([CH3:14])([CH3:13])[CH3:12])=[O:9])[S:6][CH:7]=1)[CH3:18])([CH3:25])([CH3:24])[CH3:23], predict the reactants needed to synthesize it. The reactants are: Br[CH2:2][C:3]1[CH:4]=[C:5]([C:8]([O:10][C:11]([CH3:14])([CH3:13])[CH3:12])=[O:9])[S:6][CH:7]=1.Cl.[NH2:16][C@H:17]([C:19]([O:21][C:22]([CH3:25])([CH3:24])[CH3:23])=[O:20])[CH3:18].C(N(CC)CC)C.O. (4) Given the product [ClH:18].[ClH:19].[Cl:18][C:13]1[CH:14]=[CH:15][CH:16]=[CH:17][C:12]=1[CH:8]([N:26]1[CH2:25][CH2:24][N:23]2[CH2:27][CH2:28][CH2:29][C@@H:22]2[CH2:21]1)[C:9]([OH:11])=[O:10], predict the reactants needed to synthesize it. The reactants are: C(=O)([O-])[O-].[K+].[K+].Br[CH:8]([C:12]1[CH:17]=[CH:16][CH:15]=[CH:14][C:13]=1[Cl:18])[C:9]([OH:11])=[O:10].[ClH:19].Cl.[CH2:21]1[NH:26][CH2:25][CH2:24][N:23]2[CH2:27][CH2:28][CH2:29][C@H:22]12. (5) Given the product [CH3:9][O:8][C:6]1[CH:5]=[CH:4][C:3]([C:10](=[O:11])[C:12]2[CH:13]=[CH:14][C:15]([O:18][CH2:19][C:20]3[N:21]=[C:22]([C:26]4[CH:27]=[CH:28][CH:29]=[CH:30][CH:31]=4)[O:23][C:24]=3[CH3:25])=[CH:16][CH:17]=2)=[C:2]([CH:7]=1)[O:1][CH2:40][CH2:39][C:38]([OH:42])=[O:41], predict the reactants needed to synthesize it. The reactants are: [OH:1][C:2]1[CH:7]=[C:6]([O:8][CH3:9])[CH:5]=[CH:4][C:3]=1[C:10]([C:12]1[CH:17]=[CH:16][C:15]([O:18][CH2:19][C:20]2[N:21]=[C:22]([C:26]3[CH:31]=[CH:30][CH:29]=[CH:28][CH:27]=3)[O:23][C:24]=2[CH3:25])=[CH:14][CH:13]=1)=[O:11].CC(C)([O-])C.[K+].[C:38]1(=[O:42])[O:41][CH2:40][CH2:39]1.Cl. (6) Given the product [Cl:1][C:2]1[CH:7]=[CH:6][C:5]([C:8]2[C:14]3[CH:15]=[CH:16][CH:17]=[CH:18][C:13]=3[N:12]3[C:19]([CH3:22])=[N:20][N:21]=[C:11]3[CH:10]([CH2:24][C:25]3[O:29][C:28]([C:30]4[CH:31]=[N:32][CH:33]=[CH:34][CH:35]=4)=[N:27][N:26]=3)[CH:9]=2)=[CH:4][CH:3]=1, predict the reactants needed to synthesize it. The reactants are: [Cl:1][C:2]1[CH:7]=[CH:6][C:5]([C:8]2[C:14]3[CH:15]=[CH:16][CH:17]=[CH:18][C:13]=3[N:12]3[C:19]([CH3:22])=[N:20][N:21]=[C:11]3[CH2:10][CH:9]=2)=[CH:4][CH:3]=1.Cl[CH2:24][C:25]1[O:29][C:28]([C:30]2[CH:31]=[N:32][CH:33]=[CH:34][CH:35]=2)=[N:27][N:26]=1. (7) Given the product [C:3]([O:7][C:8]([N:10]1[C:18]2[C:13](=[CH:14][CH:15]=[C:16]([Br:19])[CH:17]=2)[C:12]([CH2:21][O:22][CH3:23])([CH3:20])[CH2:11]1)=[O:9])([CH3:6])([CH3:5])[CH3:4], predict the reactants needed to synthesize it. The reactants are: [H-].[Na+].[C:3]([O:7][C:8]([N:10]1[C:18]2[C:13](=[CH:14][CH:15]=[C:16]([Br:19])[CH:17]=2)[C:12]([CH2:21][OH:22])([CH3:20])[CH2:11]1)=[O:9])([CH3:6])([CH3:5])[CH3:4].[CH3:23]I.